Dataset: Full USPTO retrosynthesis dataset with 1.9M reactions from patents (1976-2016). Task: Predict the reactants needed to synthesize the given product. Given the product [OH:2][C:3]1[CH:4]=[C:5]2[C:9](=[CH:10][CH:11]=1)[C:8](=[O:12])[C:7]1([CH2:20][C:19]3[C:14](=[CH:15][CH:16]=[C:17]([OH:21])[CH:18]=3)[CH2:13]1)[CH2:6]2, predict the reactants needed to synthesize it. The reactants are: C[O:2][C:3]1[CH:4]=[C:5]2[C:9](=[CH:10][CH:11]=1)[C:8](=[O:12])[C:7]1([CH2:20][C:19]3[C:14](=[CH:15][CH:16]=[C:17]([O:21]C)[CH:18]=3)[CH2:13]1)[CH2:6]2.C(OCC)(=O)C.